Dataset: Full USPTO retrosynthesis dataset with 1.9M reactions from patents (1976-2016). Task: Predict the reactants needed to synthesize the given product. (1) Given the product [NH2:6][C:2]([CH3:5])([CH3:1])[CH2:3][NH:4][C:12](=[O:13])[O:11][C:8]([CH3:10])([CH3:9])[CH3:7], predict the reactants needed to synthesize it. The reactants are: [CH3:1][C:2]([NH2:6])([CH3:5])[CH2:3][NH2:4].[CH3:7][C:8]([O:11][C:12](O[C:12]([O:11][C:8]([CH3:10])([CH3:9])[CH3:7])=[O:13])=[O:13])([CH3:10])[CH3:9].C(N(CC)CC)C. (2) Given the product [CH3:74][O:75][CH2:76][C@H:77]1[CH2:81][CH2:80][CH2:79][N:78]1[C:48]1[CH:53]=[CH:52][C:51]([S:54]([NH:57][C:58]2[CH:63]=[CH:62][C:61]([C@@H:64]3[CH2:70][C@@H:69]4[C@H:65]3[CH2:66][N:67]([CH2:71][CH2:72][CH3:73])[CH2:68]4)=[CH:60][CH:59]=2)(=[O:56])=[O:55])=[CH:50][CH:49]=1, predict the reactants needed to synthesize it. The reactants are: C1(P(C2C=CC=CC=2)C2C=CC3C(=CC=CC=3)C=2C2C3C(=CC=CC=3)C=CC=2P(C2C=CC=CC=2)C2C=CC=CC=2)C=CC=CC=1.Br[C:48]1[CH:53]=[CH:52][C:51]([S:54]([NH:57][C:58]2[CH:63]=[CH:62][C:61]([C@@H:64]3[CH2:70][C@@H:69]4[C@H:65]3[CH2:66][N:67]([CH2:71][CH2:72][CH3:73])[CH2:68]4)=[CH:60][CH:59]=2)(=[O:56])=[O:55])=[CH:50][CH:49]=1.[CH3:74][O:75][CH2:76][C@H:77]1[CH2:81][CH2:80][CH2:79][NH:78]1.ClCCl.CO. (3) Given the product [Br:1][C:2]1[C:7]([F:8])=[CH:6][C:5]([O:9][S:14]([C:13]([F:26])([F:25])[F:12])(=[O:16])=[O:15])=[C:4]([O:10][CH3:11])[CH:3]=1, predict the reactants needed to synthesize it. The reactants are: [Br:1][C:2]1[C:7]([F:8])=[CH:6][C:5]([OH:9])=[C:4]([O:10][CH3:11])[CH:3]=1.[F:12][C:13]([F:26])([F:25])[S:14](O[S:14]([C:13]([F:26])([F:25])[F:12])(=[O:16])=[O:15])(=[O:16])=[O:15].O.COC(C)(C)C. (4) The reactants are: [F:1][C:2]1[CH:7]=[CH:6][CH:5]=[C:4]([S:8]([CH:11]([CH3:13])[CH3:12])(=[O:10])=[O:9])[C:3]=1[NH2:14].CN(C=O)C.[H-].[Na+].[Cl:22][C:23]1[N:28]=[C:27](Cl)[C:26]([Cl:30])=[CH:25][N:24]=1. Given the product [Cl:22][C:23]1[N:28]=[C:27]([NH:14][C:3]2[C:4]([S:8]([CH:11]([CH3:12])[CH3:13])(=[O:10])=[O:9])=[CH:5][CH:6]=[CH:7][C:2]=2[F:1])[C:26]([Cl:30])=[CH:25][N:24]=1, predict the reactants needed to synthesize it. (5) Given the product [C:1]([O:5][C:6]([NH:8][C@@H:9]1[CH2:14][CH2:13][CH2:12][N:11]([C:15]2[C:29]([CH2:30][C:31]3[CH:36]=[CH:35][CH:34]=[CH:33][C:32]=3[Cl:37])=[C:18]3[C:19](=[O:28])[N:20]([C:43]4[CH:42]=[CH:41][CH:40]=[C:39]([F:38])[CH:44]=4)[C:21]([C:23]([O:25][CH2:26][CH3:27])=[O:24])=[CH:22][N:17]3[N:16]=2)[CH2:10]1)=[O:7])([CH3:2])([CH3:3])[CH3:4], predict the reactants needed to synthesize it. The reactants are: [C:1]([O:5][C:6]([NH:8][C@@H:9]1[CH2:14][CH2:13][CH2:12][N:11]([C:15]2[C:29]([CH2:30][C:31]3[CH:36]=[CH:35][CH:34]=[CH:33][C:32]=3[Cl:37])=[C:18]3[C:19](=[O:28])[NH:20][C:21]([C:23]([O:25][CH2:26][CH3:27])=[O:24])=[CH:22][N:17]3[N:16]=2)[CH2:10]1)=[O:7])([CH3:4])([CH3:3])[CH3:2].[F:38][C:39]1[CH:40]=[C:41](OB(O)O)[CH:42]=[CH:43][CH:44]=1.N1C=CC=CC=1. (6) Given the product [CH3:46][C:36]1[C:37]([C:38]2[CH:45]=[CH:44][C:41]([C:42]#[N:43])=[CH:40][CH:39]=2)=[C:33]([CH3:32])[N:34]([CH2:30][C:28]2[CH:27]=[CH:26][C:25]3[N:21]([CH3:20])[N:22]=[N:23][C:24]=3[CH:29]=2)[N:35]=1, predict the reactants needed to synthesize it. The reactants are: C1(P(C2C=CC=CC=2)C2C=CC=CC=2)C=CC=CC=1.[CH3:20][N:21]1[C:25]2[CH:26]=[CH:27][C:28]([CH2:30]O)=[CH:29][C:24]=2[N:23]=[N:22]1.[CH3:32][C:33]1[C:37]([C:38]2[CH:45]=[CH:44][C:41]([C:42]#[N:43])=[CH:40][CH:39]=2)=[C:36]([CH3:46])[NH:35][N:34]=1.N(C(OC(C)(C)C)=O)=NC(OC(C)(C)C)=O. (7) Given the product [F:1][C:2]1[CH:3]=[C:4]2[C:8](=[CH:9][CH:10]=1)[N:7]([CH2:11][CH2:12][CH2:13][C:14]([N:24]([CH2:23][C:22]1[CH:26]=[C:18]([F:17])[CH:19]=[CH:20][C:21]=1[O:27][CH3:28])[CH3:25])=[O:16])[CH:6]=[CH:5]2, predict the reactants needed to synthesize it. The reactants are: [F:1][C:2]1[CH:3]=[C:4]2[C:8](=[CH:9][CH:10]=1)[N:7]([CH2:11][CH2:12][CH2:13][C:14]([OH:16])=O)[CH:6]=[CH:5]2.[F:17][C:18]1[CH:19]=[CH:20][C:21]([O:27][CH3:28])=[C:22]([CH:26]=1)[CH2:23][NH:24][CH3:25].